Predict the reaction yield, written as a fraction of the theoretical maximum amount of product (1.0 means a 100% yield; for example, 0.34 means a 34% yield). From a dataset of Reaction yield outcomes from USPTO patents with 853,638 reactions. (1) The reactants are Br[C:2]1[S:3][C:4]([CH:7]=[O:8])=[CH:5][N:6]=1.CC1(C)C(C)(C)OB([C:17]2[CH:18]=[N:19][NH:20][CH:21]=2)O1.C(=O)([O-])[O-].[Na+].[Na+]. The catalyst is C1(C)C=CC=CC=1.C(O)C.C1C=CC([P]([Pd]([P](C2C=CC=CC=2)(C2C=CC=CC=2)C2C=CC=CC=2)([P](C2C=CC=CC=2)(C2C=CC=CC=2)C2C=CC=CC=2)[P](C2C=CC=CC=2)(C2C=CC=CC=2)C2C=CC=CC=2)(C2C=CC=CC=2)C2C=CC=CC=2)=CC=1. The product is [NH:19]1[CH:18]=[C:17]([C:2]2[S:3][C:4]([CH:7]=[O:8])=[CH:5][N:6]=2)[CH:21]=[N:20]1. The yield is 0.540. (2) The reactants are Cl[CH2:2][C:3]([N:5]1[C:14]2[C:9](=[CH:10][CH:11]=[CH:12][CH:13]=2)[CH2:8][CH2:7][CH2:6]1)=[O:4].[CH3:15][N:16]1[C:20]([C:21]2[CH:26]=[CH:25][CH:24]=[CH:23][CH:22]=2)=[CH:19][N:18]=[C:17]1[SH:27]. No catalyst specified. The product is [N:5]1([C:3](=[O:4])[CH2:2][S:27][C:17]2[N:16]([CH3:15])[C:20]([C:21]3[CH:26]=[CH:25][CH:24]=[CH:23][CH:22]=3)=[CH:19][N:18]=2)[C:14]2[C:9](=[CH:10][CH:11]=[CH:12][CH:13]=2)[CH2:8][CH2:7][CH2:6]1. The yield is 0.420. (3) The reactants are [C:1]([O:5][C:6]([N:8]([CH2:16][C:17]1[CH:18]=[C:19]([O:24][CH3:25])[CH:20]=[CH:21][C:22]=1Br)[C:9]([O:11][C:12]([CH3:15])([CH3:14])[CH3:13])=[O:10])=[O:7])([CH3:4])([CH3:3])[CH3:2].[C:26]([O:35][CH3:36])(=[O:34])[C:27]([CH2:29][C:30]([O:32][CH3:33])=[O:31])=[CH2:28].C1(C)C=CC=CC=1P(C1C=CC=CC=1C)C1C=CC=CC=1C.C(N(C(C)C)CC)(C)C. The catalyst is C([O-])(=O)C.[Pd+2].C([O-])(=O)C.C(#N)CC. The product is [C:26]([C:27](=[CH:28][C:22]1[CH:21]=[CH:20][C:19]([O:24][CH3:25])=[CH:18][C:17]=1[CH2:16][N:8]([C:9]([O:11][C:12]([CH3:15])([CH3:14])[CH3:13])=[O:10])[C:6]([O:5][C:1]([CH3:4])([CH3:3])[CH3:2])=[O:7])[CH2:29][C:30]([O:32][CH3:33])=[O:31])([O:35][CH3:36])=[O:34]. The yield is 0.660. (4) The reactants are [N+:1]([C:4]1[CH:12]=[C:11]2[C:7]([CH2:8][N:9]([C:14]([O:16][C:17]([CH3:20])([CH3:19])[CH3:18])=[O:15])[C:10]2=[O:13])=[CH:6][CH:5]=1)([O-])=O.[H][H]. The catalyst is [Pd].CO. The product is [NH2:1][C:4]1[CH:12]=[C:11]2[C:7]([CH2:8][N:9]([C:14]([O:16][C:17]([CH3:20])([CH3:19])[CH3:18])=[O:15])[C:10]2=[O:13])=[CH:6][CH:5]=1. The yield is 0.640. (5) The reactants are [Br:1][C:2]1[S:3][C:4]([CH:7]=O)=[CH:5][CH:6]=1.Cl.[NH2:10][OH:11]. The catalyst is N1C=CC=CC=1. The product is [Br:1][C:2]1[S:3][C:4]([CH:7]=[N:10][OH:11])=[CH:5][CH:6]=1. The yield is 0.980. (6) The reactants are I[C:2]1[N:6]([CH2:7][C:8]2[CH:13]=[CH:12][C:11]([O:14][CH3:15])=[CH:10][CH:9]=2)[N:5]=[N:4][C:3]=1[C:16]1[CH:21]=[CH:20][N:19]=[C:18]([C:22]2[N:23]=[CH:24][N:25]([CH2:27][CH2:28][C:29]3[C:38]4[C:33](=[CH:34][CH:35]=[CH:36][CH:37]=4)[CH:32]=[CH:31][CH:30]=3)[CH:26]=2)[CH:17]=1.[F-:39].[K+].O. The catalyst is C(#N)C.O. The product is [F:39][C:2]1[N:6]([CH2:7][C:8]2[CH:13]=[CH:12][C:11]([O:14][CH3:15])=[CH:10][CH:9]=2)[N:5]=[N:4][C:3]=1[C:16]1[CH:21]=[CH:20][N:19]=[C:18]([C:22]2[N:23]=[CH:24][N:25]([CH2:27][CH2:28][C:29]3[C:38]4[C:33](=[CH:34][CH:35]=[CH:36][CH:37]=4)[CH:32]=[CH:31][CH:30]=3)[CH:26]=2)[CH:17]=1. The yield is 0.800. (7) The reactants are [C:1]([N:5]1[C:9](=[O:10])[C:8](Cl)=[C:7]([C:12]2[CH:17]=[CH:16][CH:15]=[CH:14][CH:13]=2)[S:6]1(=[O:19])=[O:18])([CH3:4])([CH3:3])[CH3:2].Cl.Cl.[F:22][C:23]1[CH:24]=[CH:25][C:26]([N:29]2[CH2:34][CH2:33][CH:32]([NH2:35])[CH2:31][CH2:30]2)=[N:27][CH:28]=1. The catalyst is CN(C=O)C. The product is [C:1]([N:5]1[C:9](=[O:10])[C:8]([NH:35][CH:32]2[CH2:33][CH2:34][N:29]([C:26]3[CH:25]=[CH:24][C:23]([F:22])=[CH:28][N:27]=3)[CH2:30][CH2:31]2)=[C:7]([C:12]2[CH:17]=[CH:16][CH:15]=[CH:14][CH:13]=2)[S:6]1(=[O:19])=[O:18])([CH3:4])([CH3:3])[CH3:2]. The yield is 0.580. (8) The reactants are S(Cl)([Cl:3])=O.[C:5]([OH:17])(=O)[CH2:6][CH2:7][CH2:8][CH2:9][CH2:10][CH2:11][CH2:12][CH2:13][CH:14]=[CH2:15]. No catalyst specified. The product is [C:5]([Cl:3])(=[O:17])[CH:6]=[CH:7][CH2:8][CH2:9][CH2:10][CH2:11][CH2:12][CH2:13][CH:14]=[CH2:15]. The yield is 0.880. (9) The reactants are Cl[C:2]1[CH:3]=[CH:4][C:5]([N+:9]([O-:11])=[O:10])=[C:6]([CH:8]=1)[NH2:7].[CH3:12][N:13]1[CH2:18][CH2:17][NH:16][CH2:15][CH2:14]1. The product is [CH3:12][N:13]1[CH2:18][CH2:17][N:16]([C:2]2[CH:3]=[CH:4][C:5]([N+:9]([O-:11])=[O:10])=[C:6]([CH:8]=2)[NH2:7])[CH2:15][CH2:14]1. The yield is 0.978. The catalyst is O.